Task: Predict the reactants needed to synthesize the given product.. Dataset: Full USPTO retrosynthesis dataset with 1.9M reactions from patents (1976-2016) (1) Given the product [C:33]([CH:35]([CH3:36])[N:12]1[C:13]2[C:18](=[CH:17][CH:16]=[C:15]([N+:19]([O-:21])=[O:20])[CH:14]=2)[C:10]([C:8]2[CH:7]=[CH:6][C:3]([C:4]#[N:5])=[C:2]([F:1])[CH:9]=2)=[CH:11]1)#[N:34], predict the reactants needed to synthesize it. The reactants are: [F:1][C:2]1[CH:9]=[C:8]([C:10]2[C:18]3[C:13](=[CH:14][C:15]([N+:19]([O-:21])=[O:20])=[CH:16][CH:17]=3)[NH:12][CH:11]=2)[CH:7]=[CH:6][C:3]=1[C:4]#[N:5].C(=O)([O-])[O-].[Cs+].[Cs+].CN(C)C=O.[C:33]([CH:35](OS(C1C=CC(C)=CC=1)(=O)=O)[CH3:36])#[N:34]. (2) Given the product [CH2:52]([C:51]1[C:46]([NH:45][C@H:44]2[CH2:43][O:42][CH2:41][C@H:40]2[OH:39])=[N:47][C:48]([CH2:63][CH3:64])=[C:49]([C:54]2[CH:59]=[CH:58][C:57]([O:60][CH3:61])=[CH:56][C:55]=2[CH3:62])[N:50]=1)[CH3:53], predict the reactants needed to synthesize it. The reactants are: ClC1C=C(Cl)C=CC=1C1N=C(CC)C(N[C@H]2C3C(=CC=CC=3)C[C@@H]2O)=NC=1CC.[N+](C1C=CC(C([O:39][C@H:40]2[C@@H:44]([NH:45][C:46]3[C:51]([CH2:52][CH3:53])=[N:50][C:49]([C:54]4[CH:59]=[CH:58][C:57]([O:60][CH3:61])=[CH:56][C:55]=4[CH3:62])=[C:48]([CH2:63][CH3:64])[N:47]=3)[CH2:43][O:42][CH2:41]2)=O)=CC=1)([O-])=O.